This data is from Full USPTO retrosynthesis dataset with 1.9M reactions from patents (1976-2016). The task is: Predict the reactants needed to synthesize the given product. Given the product [CH3:22][N:12]1[C:6]2[CH:7]=[N:8][C:9]3[CH:10]=[CH:11][C:2]([C:28]4[CH:27]=[N:26][C:25]([C:24]([F:35])([F:34])[F:23])=[CH:30][CH:29]=4)=[CH:3][C:4]=3[C:5]=2[N:14]([C:15]2[N:16]([CH3:20])[N:17]=[CH:18][CH:19]=2)[C:13]1=[O:21], predict the reactants needed to synthesize it. The reactants are: Br[C:2]1[CH:11]=[CH:10][C:9]2[N:8]=[CH:7][C:6]3[N:12]([CH3:22])[C:13](=[O:21])[N:14]([C:15]4[N:16]([CH3:20])[N:17]=[CH:18][CH:19]=4)[C:5]=3[C:4]=2[CH:3]=1.[F:23][C:24]([F:35])([F:34])[C:25]1[CH:30]=[CH:29][C:28](B(O)O)=[CH:27][N:26]=1.